Task: Predict the reaction yield, written as a fraction of the theoretical maximum amount of product (1.0 means a 100% yield; for example, 0.34 means a 34% yield).. Dataset: Reaction yield outcomes from USPTO patents with 853,638 reactions (1) The reactants are CC(O)C.Cl.Cl.[NH2:7][CH2:8][C:9]1[C:10]([CH2:26][CH:27]([CH3:29])[CH3:28])=[N:11][C:12]([CH3:25])=[C:13]([C:17]=1[C:18]1[CH:23]=[CH:22][C:21]([CH3:24])=[CH:20][CH:19]=1)[C:14]([OH:16])=[O:15].[OH-].[Na+]. The catalyst is O. The product is [NH2:7][CH2:8][C:9]1[C:10]([CH2:26][CH:27]([CH3:29])[CH3:28])=[N:11][C:12]([CH3:25])=[C:13]([C:17]=1[C:18]1[CH:23]=[CH:22][C:21]([CH3:24])=[CH:20][CH:19]=1)[C:14]([OH:16])=[O:15]. The yield is 0.530. (2) The reactants are [Li]CCCC.CCCCCC.Br[C:13]1[CH:18]=[CH:17][C:16]([O:19][CH3:20])=[CH:15][C:14]=1[C:21]1[CH:26]=[CH:25][CH:24]=[CH:23][CH:22]=1.C[O:28][B:29](OC)[O:30]C.Cl. The catalyst is O1CCCC1. The product is [CH3:20][O:19][C:16]1[CH:17]=[CH:18][C:13]([B:29]([OH:30])[OH:28])=[C:14]([C:21]2[CH:26]=[CH:25][CH:24]=[CH:23][CH:22]=2)[CH:15]=1. The yield is 0.570. (3) The reactants are [CH3:1][C:2]1[N:3]([C:8]2[CH:13]=[CH:12][C:11]([CH:14]3[CH2:16][O:15]3)=[CH:10][N:9]=2)[C:4]([CH3:7])=[CH:5][CH:6]=1.[CH2:17]([NH2:20])[CH2:18][CH3:19].Cl.O. The catalyst is CS(C)=O. The product is [CH3:1][C:2]1[N:3]([C:8]2[N:9]=[CH:10][C:11]([CH:14]([OH:15])[CH2:16][NH:20][CH2:17][CH2:18][CH3:19])=[CH:12][CH:13]=2)[C:4]([CH3:7])=[CH:5][CH:6]=1. The yield is 1.00.